This data is from NCI-60 drug combinations with 297,098 pairs across 59 cell lines. The task is: Regression. Given two drug SMILES strings and cell line genomic features, predict the synergy score measuring deviation from expected non-interaction effect. (1) Drug 1: CC12CCC(CC1=CCC3C2CCC4(C3CC=C4C5=CN=CC=C5)C)O. Drug 2: CN(CCCl)CCCl.Cl. Cell line: HT29. Synergy scores: CSS=19.6, Synergy_ZIP=-5.04, Synergy_Bliss=-2.08, Synergy_Loewe=-6.48, Synergy_HSA=-6.20. (2) Drug 1: CNC(=O)C1=CC=CC=C1SC2=CC3=C(C=C2)C(=NN3)C=CC4=CC=CC=N4. Drug 2: CC1=CC2C(CCC3(C2CCC3(C(=O)C)OC(=O)C)C)C4(C1=CC(=O)CC4)C. Cell line: SK-OV-3. Synergy scores: CSS=-1.58, Synergy_ZIP=0.248, Synergy_Bliss=-1.89, Synergy_Loewe=-3.57, Synergy_HSA=-3.65.